Predict the reactants needed to synthesize the given product. From a dataset of Full USPTO retrosynthesis dataset with 1.9M reactions from patents (1976-2016). (1) Given the product [CH3:1][C:2]1[S:3][C:4]([C:20]2[S:24][C:23]([C:25]3[N:29]4[N:30]=[C:31]([CH3:39])[CH:32]=[C:33]([CH:34]([CH2:37][CH3:38])[CH2:35][CH3:36])[C:28]4=[N:27][C:26]=3[CH3:40])=[C:22]([CH3:41])[CH:21]=2)=[C:5]([CH3:7])[N:6]=1, predict the reactants needed to synthesize it. The reactants are: [CH3:1][C:2]1[S:3][CH:4]=[C:5]([CH3:7])[N:6]=1.C([Li])(C)(C)C.CCCCCC.Br[C:20]1[S:24][C:23]([C:25]2[N:29]3[N:30]=[C:31]([CH3:39])[CH:32]=[C:33]([CH:34]([CH2:37][CH3:38])[CH2:35][CH3:36])[C:28]3=[N:27][C:26]=2[CH3:40])=[C:22]([CH3:41])[CH:21]=1. (2) The reactants are: [Cl:1][CH2:2][C:3]1[CH:11]=[CH:10][C:6]([C:7](O)=[O:8])=[CH:5][CH:4]=1.B.C1COCC1. Given the product [Cl:1][CH2:2][C:3]1[CH:11]=[CH:10][C:6]([CH2:7][OH:8])=[CH:5][CH:4]=1, predict the reactants needed to synthesize it. (3) Given the product [C:1]([NH:4][C:5]1[CH:6]=[CH:7][C:8]([C:9]([NH:25][C:26]2[S:30][C:29]([NH:31][C:32]3[CH:33]=[CH:34][C:35]([F:38])=[CH:36][CH:37]=3)=[N:28][C:27]=2[C:39]([NH2:41])=[O:40])=[O:11])=[CH:12][CH:13]=1)(=[O:3])[CH3:2], predict the reactants needed to synthesize it. The reactants are: [C:1]([NH:4][C:5]1[CH:13]=[CH:12][C:8]([C:9]([OH:11])=O)=[CH:7][CH:6]=1)(=[O:3])[CH3:2].CN(C=O)C.C(Cl)(=O)C(Cl)=O.[NH2:25][C:26]1[S:30][C:29]([NH:31][C:32]2[CH:37]=[CH:36][C:35]([F:38])=[CH:34][CH:33]=2)=[N:28][C:27]=1[C:39]([NH2:41])=[O:40].